Predict which catalyst facilitates the given reaction. From a dataset of Catalyst prediction with 721,799 reactions and 888 catalyst types from USPTO. (1) Reactant: [CH3:1][NH:2][CH2:3][CH2:4][CH:5]([O:11][C:12]1[C:21]2[C:16](=[CH:17][CH:18]=[CH:19][CH:20]=2)[CH:15]=[CH:14][CH:13]=1)[C:6]1[S:7][CH:8]=[CH:9][CH:10]=1.[C:22]([OH:32])(=[O:31])[CH:23]([C:25]1[CH:30]=[CH:29][CH:28]=[CH:27][CH:26]=1)[OH:24]. Product: [C:22]([OH:32])(=[O:31])[CH:23]([C:25]1[CH:30]=[CH:29][CH:28]=[CH:27][CH:26]=1)[OH:24].[CH3:1][NH:2][CH2:3][CH2:4][CH:5]([O:11][C:12]1[C:21]2[C:16](=[CH:17][CH:18]=[CH:19][CH:20]=2)[CH:15]=[CH:14][CH:13]=1)[C:6]1[S:7][CH:8]=[CH:9][CH:10]=1. The catalyst class is: 27. (2) Reactant: C(OC([N:8]1[CH2:13][CH:12]=[C:11]([C:14](=[O:16])[NH2:15])[CH2:10][CH2:9]1)=O)(C)(C)C.[F:17][C:18]([F:23])([F:22])[C:19]([OH:21])=[O:20]. Product: [F:17][C:18]([F:23])([F:22])[C:19]([OH:21])=[O:20].[C:14]([C:11]1[CH2:12][CH2:13][NH:8][CH2:9][CH:10]=1)(=[O:16])[NH2:15]. The catalyst class is: 22. (3) Reactant: [C:1](=[O:4])([O-])[O-].[Na+].[Na+].[CH3:7][C:8]([C:10]1[C:15](O)=[CH:14][C:13]([OH:17])=[CH:12][C:11]=1[OH:18])=[O:9].[CH:19]([O:21]S([O-])(=O)=O)=O.[Na+].S(=O)(=O)(O)O. Product: [CH:8]1[C:10]([C:12]2[C:11](=[O:18])[C:10]3[C:8]([OH:9])=[CH:7][C:19]([OH:21])=[CH:14][C:15]=3[O:17][CH:13]=2)=[CH:11][CH:12]=[C:1]([OH:4])[CH:7]=1. The catalyst class is: 9. (4) Reactant: [I:1][CH:2]1[CH2:7][CH2:6][NH:5][CH:4]([C:8]([OH:10])=[O:9])[CH2:3]1.[CH3:11]O. Product: [CH3:11][O:9][C:8](=[O:10])[CH:4]1[CH2:3][CH:2]([I:1])[CH2:7][CH2:6][NH:5]1. The catalyst class is: 65. (5) Reactant: [OH:1][C:2]1[CH:11]=[CH:10][C:5]([C:6]([O:8][CH3:9])=[O:7])=[CH:4][CH:3]=1.C(=O)([O-])[O-].[K+].[K+].Cl[CH2:19][C:20]([N:22]([CH3:24])[CH3:23])=[O:21]. Product: [CH3:23][N:22]([CH3:24])[C:20](=[O:21])[CH2:19][O:1][C:2]1[CH:3]=[CH:4][C:5]([C:6]([O:8][CH3:9])=[O:7])=[CH:10][CH:11]=1. The catalyst class is: 3. (6) Reactant: [F:1][C:2]1[CH:3]=[C:4]2[C:8](=[CH:9][CH:10]=1)[NH:7][C:6](=[O:11])[CH2:5]2.C[Si]([N-][Si](C)(C)C)(C)C.[Li+].[OH:22][CH:23]1[CH2:28][CH2:27][N:26]([CH2:29][CH2:30][CH2:31][C:32]2[N:37]=[C:36]3[CH2:38][O:39][C:40](=O)[C:35]3=[CH:34][CH:33]=2)[CH2:25][CH2:24]1.Cl. Product: [F:1][C:2]1[CH:3]=[C:4]2[C:8](=[CH:9][CH:10]=1)[NH:7][C:6](=[O:11])[C:5]2=[C:40]1[C:35]2[C:36](=[N:37][C:32]([CH2:31][CH2:30][CH2:29][N:26]3[CH2:27][CH2:28][CH:23]([OH:22])[CH2:24][CH2:25]3)=[CH:33][CH:34]=2)[CH2:38][O:39]1. The catalyst class is: 1.